The task is: Predict the reactants needed to synthesize the given product.. This data is from Full USPTO retrosynthesis dataset with 1.9M reactions from patents (1976-2016). (1) The reactants are: [CH3:1][O:2][C:3]1[CH:4]=[C:5]2[C:10](=[CH:11][CH:12]=1)[CH:9]=[C:8]([OH:13])[CH:7]=[CH:6]2.C([SiH]([CH2:19][CH3:20])CC)C.F[C:22](F)(F)C(O)=O. Given the product [CH:19]([C:7]1[C:8]([OH:13])=[CH:9][C:10]2[C:5]([CH:6]=1)=[CH:4][C:3]([O:2][CH3:1])=[CH:12][CH:11]=2)([CH3:20])[CH3:22], predict the reactants needed to synthesize it. (2) Given the product [C:44]1([C:47]2[CH:48]=[CH:49][CH:50]=[CH:51][CH:52]=2)[CH:43]=[CH:42][C:41]([CH2:38][C:39]#[C:40][C:20]2[CH:21]=[C:22]3[C:17](=[CH:18][CH:19]=2)[N:16]([CH3:26])[C:15](=[O:27])[N:14]([CH2:13][C:10]2[CH:11]=[CH:12][C:7]([C:6]([O:5][C:1]([CH3:4])([CH3:3])[CH3:2])=[O:28])=[CH:8][CH:9]=2)[C:23]3=[O:24])=[CH:46][CH:45]=1, predict the reactants needed to synthesize it. The reactants are: [C:1]([O:5][C:6](=[O:28])[C:7]1[CH:12]=[CH:11][C:10]([CH2:13][N:14]2[C:23](=[O:24])[C:22]3[C:17](=[CH:18][CH:19]=[C:20](I)[CH:21]=3)[N:16]([CH3:26])[C:15]2=[O:27])=[CH:9][CH:8]=1)([CH3:4])([CH3:3])[CH3:2].C(N(C(C)C)CC)(C)C.[CH2:38]([C:41]1[CH:46]=[CH:45][C:44]([C:47]2[CH:52]=[CH:51][CH:50]=[CH:49][CH:48]=2)=[CH:43][CH:42]=1)[C:39]#[CH:40].O. (3) Given the product [C:13]1([CH3:33])[CH:18]=[CH:17][C:16]([S:19]([O:6][C@H:4]2[CH2:5][C@H:2]([F:1])[CH2:3]2)(=[O:21])=[O:20])=[CH:15][CH:14]=1, predict the reactants needed to synthesize it. The reactants are: [F:1][C@H:2]1[CH2:5][C@H:4]([OH:6])[CH2:3]1.N1C=CC=CC=1.[C:13]1([CH3:33])[CH:18]=[CH:17][C:16]([S:19](O[S:19]([C:16]2[CH:17]=[CH:18][C:13]([CH3:33])=[CH:14][CH:15]=2)(=[O:21])=[O:20])(=[O:21])=[O:20])=[CH:15][CH:14]=1.